This data is from Reaction yield outcomes from USPTO patents with 853,638 reactions. The task is: Predict the reaction yield, written as a fraction of the theoretical maximum amount of product (1.0 means a 100% yield; for example, 0.34 means a 34% yield). The reactants are [CH3:1][N:2]([CH3:32])[C:3]([C:5]1[N:26]([CH:27]2[CH2:31][CH2:30][CH2:29][CH2:28]2)[C:8]2[N:9]=[C:10]([NH:13][C:14]3[CH:19]=[CH:18][C:17]([N:20]4[CH2:25][CH2:24][NH:23][CH2:22][CH2:21]4)=[CH:16][N:15]=3)[N:11]=[CH:12][C:7]=2[CH:6]=1)=[O:4].Br[CH:34]1[CH2:38][CH2:37][CH2:36][CH2:35]1. No catalyst specified. The product is [CH3:1][N:2]([CH3:32])[C:3]([C:5]1[N:26]([CH:27]2[CH2:31][CH2:30][CH2:29][CH2:28]2)[C:8]2[N:9]=[C:10]([NH:13][C:14]3[CH:19]=[CH:18][C:17]([N:20]4[CH2:21][CH2:22][N:23]([CH:34]5[CH2:38][CH2:37][CH2:36][CH2:35]5)[CH2:24][CH2:25]4)=[CH:16][N:15]=3)[N:11]=[CH:12][C:7]=2[CH:6]=1)=[O:4]. The yield is 0.710.